The task is: Predict the reaction yield, written as a fraction of the theoretical maximum amount of product (1.0 means a 100% yield; for example, 0.34 means a 34% yield).. This data is from Reaction yield outcomes from USPTO patents with 853,638 reactions. The catalyst is CN(C)C1C=CC=CC=1.C(OC(C)C)(C)C. The reactants are [CH:1]([C:4]1[CH:9]=[CH:8][C:7]([CH:10]=[C:11]([CH3:21])[CH2:12][O:13]C2C=CC(C)=CC=2)=[CH:6][CH:5]=1)([CH3:3])[CH3:2]. The yield is 0.950. The product is [CH:1]([C:4]1[CH:5]=[CH:6][C:7]([CH:10]([C:11]2[CH:21]=[C:4]([CH3:5])[CH:1]=[CH:2][C:12]=2[OH:13])[C:7]([CH3:8])=[CH2:6])=[CH:8][CH:9]=1)([CH3:2])[CH3:3].